This data is from Peptide-MHC class I binding affinity with 185,985 pairs from IEDB/IMGT. The task is: Regression. Given a peptide amino acid sequence and an MHC pseudo amino acid sequence, predict their binding affinity value. This is MHC class I binding data. (1) The peptide sequence is QQILQQIL. The MHC is H-2-Kb with pseudo-sequence H-2-Kb. The binding affinity (normalized) is 0.323. (2) The peptide sequence is FVHTLLKTY. The MHC is HLA-A02:06 with pseudo-sequence HLA-A02:06. The binding affinity (normalized) is 0.261. (3) The peptide sequence is KYRLKHIVW. The MHC is HLA-B08:01 with pseudo-sequence HLA-B08:01. The binding affinity (normalized) is 0.154. (4) The peptide sequence is YRYTYRCHR. The MHC is HLA-A69:01 with pseudo-sequence HLA-A69:01. The binding affinity (normalized) is 0.0847. (5) The peptide sequence is SQHNYRPGY. The MHC is HLA-B15:02 with pseudo-sequence HLA-B15:02. The binding affinity (normalized) is 0.479. (6) The peptide sequence is MFMLIFNVK. The MHC is HLA-A03:01 with pseudo-sequence HLA-A03:01. The binding affinity (normalized) is 0.315. (7) The peptide sequence is DFRNRYEDY. The MHC is HLA-A68:01 with pseudo-sequence HLA-A68:01. The binding affinity (normalized) is 0.241.